Dataset: Forward reaction prediction with 1.9M reactions from USPTO patents (1976-2016). Task: Predict the product of the given reaction. (1) Given the reactants C(O)(=O)C.CCN(C(C)C)C(C)C.[C:14]([O:18][CH2:19][CH3:20])(=[O:17])[C:15]#[CH:16].[N:21]([CH2:24][CH2:25][CH2:26][CH2:27][N:28]1[CH:33]=[CH:32][C:31]([NH:34][C:35](=[O:43])[CH2:36][C:37]2[CH:42]=[CH:41][CH:40]=[CH:39][CH:38]=2)=[CH:30][C:29]1=[O:44])=[N+:22]=[N-:23], predict the reaction product. The product is: [O:44]=[C:29]1[CH:30]=[C:31]([NH:34][C:35](=[O:43])[CH2:36][C:37]2[CH:42]=[CH:41][CH:40]=[CH:39][CH:38]=2)[CH:32]=[CH:33][N:28]1[CH2:27][CH2:26][CH2:25][CH2:24][N:21]1[CH:16]=[C:15]([C:14]([O:18][CH2:19][CH3:20])=[O:17])[N:23]=[N:22]1. (2) Given the reactants C[O:2][C:3]([CH:5]1[CH2:14][C:13]2[C:8](=[C:9]([Br:17])[CH:10]=[CH:11][C:12]=2[O:15][CH3:16])[C:7]([CH2:18][CH:19]2[CH2:23][CH2:22][CH2:21][CH2:20]2)=[N:6]1)=[O:4].[Li+].[OH-], predict the reaction product. The product is: [Br:17][C:9]1[CH:10]=[CH:11][C:12]([O:15][CH3:16])=[C:13]2[C:8]=1[C:7]([CH2:18][CH:19]1[CH2:23][CH2:22][CH2:21][CH2:20]1)=[N:6][C:5]([C:3]([OH:4])=[O:2])=[CH:14]2. (3) Given the reactants [F:1][C:2]1[C:3]([F:12])=[CH:4][C:5]2[S:9][C:8]([NH2:10])=[N:7][C:6]=2[CH:11]=1.[F:13][C:14]([F:25])([F:24])[C:15]1[CH:23]=[CH:22][C:18]([C:19](Cl)=[O:20])=[CH:17][CH:16]=1.Br[CH:27]([CH2:32][CH3:33])[C:28]([O:30]C)=[O:29].COC1C=CC2N=C(N)SC=2C=1.ClC1C=C(C=CC=1)C(Cl)=O.BrCC(OCC)=O, predict the reaction product. The product is: [F:1][C:2]1[C:3]([F:12])=[CH:4][C:5]2[S:9][C:8](=[N:10][C:19](=[O:20])[C:18]3[CH:22]=[CH:23][C:15]([C:14]([F:25])([F:24])[F:13])=[CH:16][CH:17]=3)[N:7]([CH:27]([CH2:32][CH3:33])[C:28]([OH:30])=[O:29])[C:6]=2[CH:11]=1.